This data is from Forward reaction prediction with 1.9M reactions from USPTO patents (1976-2016). The task is: Predict the product of the given reaction. (1) Given the reactants C1C(=O)N([Br:8])C(=O)C1.[CH2:9]([O:11][C:12]([C:14]1[NH:15][C:16]2[C:21]([CH:22]=1)=[CH:20][C:19]([C:23]1[CH:28]=[CH:27][C:26]([O:29][CH:30]([CH3:32])[CH3:31])=[CH:25][CH:24]=1)=[CH:18][CH:17]=2)=[O:13])[CH3:10].C(OC(C1NC2C(C=1)=CC(Br)=CC=2)=O)C.C(OC1C=CC(B(O)O)=CC=1)(C)C.[O-]S([O-])(=S)=O.[Na+].[Na+], predict the reaction product. The product is: [CH2:9]([O:11][C:12]([C:14]1[NH:15][C:16]2[C:21]([C:22]=1[Br:8])=[CH:20][C:19]([C:23]1[CH:28]=[CH:27][C:26]([O:29][CH:30]([CH3:31])[CH3:32])=[CH:25][CH:24]=1)=[CH:18][CH:17]=2)=[O:13])[CH3:10]. (2) The product is: [F:1][C:2]1[CH:20]=[C:19]([O:21][CH2:22][C:23]2[N:24]=[C:25]([C:28]3[CH:40]=[CH:39][C:31]([C:32]([OH:34])=[O:33])=[CH:30][CH:29]=3)[S:26][CH:27]=2)[C:5]2[CH:6]=[C:7]([C:9]3[N:10]=[C:11]4[N:15]([CH:16]=3)[N:14]=[C:13]([O:17][CH3:18])[S:12]4)[O:8][C:4]=2[CH:3]=1. Given the reactants [F:1][C:2]1[CH:20]=[C:19]([O:21][CH2:22][C:23]2[N:24]=[C:25]([C:28]3[CH:40]=[CH:39][C:31]([C:32]([O:34]C(C)(C)C)=[O:33])=[CH:30][CH:29]=3)[S:26][CH:27]=2)[C:5]2[CH:6]=[C:7]([C:9]3[N:10]=[C:11]4[N:15]([CH:16]=3)[N:14]=[C:13]([O:17][CH3:18])[S:12]4)[O:8][C:4]=2[CH:3]=1.FC(F)(F)C(O)=O, predict the reaction product.